From a dataset of Catalyst prediction with 721,799 reactions and 888 catalyst types from USPTO. Predict which catalyst facilitates the given reaction. (1) Reactant: [Cl:1][C:2]1[N:7]=[N:6][C:5]([NH:8][C:9]2[CH:14]=[CH:13][C:12]([I:15])=[CH:11][C:10]=2[F:16])=[C:4]([C:17]([OH:19])=O)[CH:3]=1.[CH3:20][C:21]1([CH3:29])[O:25][CH:24]([CH2:26][O:27][NH2:28])[CH2:23][O:22]1.C(N(C(C)C)CC)(C)C.C1CN([P+](ON2N=NC3C=CC=CC2=3)(N2CCCC2)N2CCCC2)CC1.F[P-](F)(F)(F)(F)F. Product: [CH3:20][C:21]1([CH3:29])[O:25][CH:24]([CH2:26][O:27][NH:28][C:17]([C:4]2[CH:3]=[C:2]([Cl:1])[N:7]=[N:6][C:5]=2[NH:8][C:9]2[CH:14]=[CH:13][C:12]([I:15])=[CH:11][C:10]=2[F:16])=[O:19])[CH2:23][O:22]1. The catalyst class is: 4. (2) Reactant: [S:1]1[CH:5]=[CH:4][CH:3]=[C:2]1[CH2:6][NH:7][C:8]([C:10]1[N:11]=[C:12]2[C:17]([C:18]([F:21])([F:20])[F:19])=[CH:16][C:15]([C:22]#[N:23])=[CH:14][N:13]2[C:24]=1[Cl:25])=[O:9].[NH2:26][OH:27]. Product: [S:1]1[CH:5]=[CH:4][CH:3]=[C:2]1[CH2:6][NH:7][C:8]([C:10]1[N:11]=[C:12]2[C:17]([C:18]([F:19])([F:20])[F:21])=[CH:16][C:15]([C:22](=[NH:23])[NH:26][OH:27])=[CH:14][N:13]2[C:24]=1[Cl:25])=[O:9]. The catalyst class is: 14. (3) Reactant: C[Si](C)(C)CC[O:5][C:6]1[CH:7]=[CH:8][C:9]([S:16]([N:19]2[CH2:23][CH2:22][CH2:21][C@H:20]2[CH3:24])(=[O:18])=[O:17])=[C:10]2[C:15]=1[N:14]=[CH:13][CH:12]=[CH:11]2.[F-].[Cs+].C(OCC)(=O)C. Product: [CH3:24][C@@H:20]1[CH2:21][CH2:22][CH2:23][N:19]1[S:16]([C:9]1[CH:8]=[CH:7][C:6]([OH:5])=[C:15]2[C:10]=1[CH:11]=[CH:12][CH:13]=[N:14]2)(=[O:18])=[O:17]. The catalyst class is: 3. (4) Product: [C:10]([O:9][C:8]([NH:7][C@@H:3]1[CH2:4][O:5][CH2:6][C@H:2]1[NH:1][C:16](=[O:17])[O:18][CH2:19][C:20]1[CH:25]=[CH:24][CH:23]=[CH:22][CH:21]=1)=[O:14])([CH3:11])([CH3:13])[CH3:12]. The catalyst class is: 4. Reactant: [NH2:1][C@@H:2]1[CH2:6][O:5][CH2:4][C@H:3]1[NH:7][C:8](=[O:14])[O:9][C:10]([CH3:13])([CH3:12])[CH3:11].Cl[C:16]([O:18][CH2:19][C:20]1[CH:25]=[CH:24][CH:23]=[CH:22][CH:21]=1)=[O:17]. (5) Reactant: Cl[C:2]1[C:11]2[C:6](=[CH:7][CH:8]=[CH:9][CH:10]=2)[C:5]2=[N:12][N:13]=[C:14]([C:15]3[CH:20]=[CH:19][CH:18]=[CH:17][CH:16]=3)[N:4]2[N:3]=1.[Cu](C#N)C#N.Cl.[OH-:27].[Na+].[CH3:29][OH:30]. Product: [C:15]1([C:14]2[N:4]3[N:3]=[C:2]([C:29]([OH:30])=[O:27])[C:11]4[C:6]([C:5]3=[N:12][N:13]=2)=[CH:7][CH:8]=[CH:9][CH:10]=4)[CH:20]=[CH:19][CH:18]=[CH:17][CH:16]=1. The catalyst class is: 58.